Dataset: Reaction yield outcomes from USPTO patents with 853,638 reactions. Task: Predict the reaction yield, written as a fraction of the theoretical maximum amount of product (1.0 means a 100% yield; for example, 0.34 means a 34% yield). (1) The reactants are N[C@H:2]([C:10]([OH:12])=[O:11])[CH2:3][C:4]1[CH:9]=[CH:8][CH:7]=[CH:6][CH:5]=1.S(=O)(=O)(O)[OH:14].N([O-])=O.[Na+].COC(C)(C)C. The catalyst is O.CCCCCC. The product is [OH:14][C@@H:2]([CH2:3][C:4]1[CH:9]=[CH:8][CH:7]=[CH:6][CH:5]=1)[C:10]([OH:12])=[O:11]. The yield is 0.770. (2) The reactants are [Cl:1][C:2]1[C:3]([F:42])=[C:4]([C@@H:8]2[C@:12]([C:15]3[CH:20]=[CH:19][C:18]([Cl:21])=[CH:17][C:16]=3[F:22])([C:13]#[N:14])[C@H:11]([CH2:23][C:24]([CH3:27])([CH3:26])[CH3:25])[NH:10][C@H:9]2[C:28]([NH:30][C:31]2[CH:39]=[CH:38][C:34]([C:35]([OH:37])=[O:36])=[C:33](OC)[CH:32]=2)=[O:29])[CH:5]=[CH:6][CH:7]=1.[CH2:43]=O.C1C[O:48][CH2:47]C1. No catalyst specified. The product is [Cl:1][C:2]1[C:3]([F:42])=[C:4]([C@H:8]2[C@H:9]3[N:10]([CH2:43][N:30]([C:31]4[CH:39]=[CH:38][C:34]([C:35]([OH:37])=[O:36])=[CH:33][C:32]=4[O:48][CH3:47])[C:28]3=[O:29])[C@@H:11]([CH2:23][C:24]([CH3:26])([CH3:27])[CH3:25])[C@@:12]2([C:15]2[CH:20]=[CH:19][C:18]([Cl:21])=[CH:17][C:16]=2[F:22])[C:13]#[N:14])[CH:5]=[CH:6][CH:7]=1. The yield is 0.580.